From a dataset of Full USPTO retrosynthesis dataset with 1.9M reactions from patents (1976-2016). Predict the reactants needed to synthesize the given product. (1) Given the product [Br:1][C:2]1[CH:12]=[CH:11][C:5]2[O:6][C:7]3[C:8](=[O:9])[NH:10][C:16]([CH2:17][NH:26][CH2:25][C:24]4[CH:27]=[CH:28][CH:29]=[C:22]([Cl:21])[CH:23]=4)=[N:14][C:13]=3[C:4]=2[CH:3]=1, predict the reactants needed to synthesize it. The reactants are: [Br:1][C:2]1[CH:12]=[CH:11][C:5]([O:6][CH2:7][C:8]([NH2:10])=[O:9])=[C:4]([C:13]#[N:14])[CH:3]=1.N1CCC[CH2:17][CH2:16]1.[Cl:21][C:22]1[CH:23]=[C:24]([CH:27]=[CH:28][CH:29]=1)[CH2:25][NH2:26]. (2) Given the product [C:1]([O:5][C:6](=[O:45])[NH:7][C:8](=[N:26][C:27](=[O:44])[CH2:28][C:29]([C:34]1[CH:39]=[CH:38][C:37]([O:40][CH2:41][CH:42]=[CH2:43])=[CH:36][CH:35]=1)=[N:30][O:31][CH2:32][CH3:33])[CH2:9][C:10]1[CH:15]=[C:14]([Cl:16])[C:13]([NH:17][C:18](=[O:24])[CH2:19][N:20]([CH2:21][CH:22]=[CH2:23])[C:60]([O:59][C:56]([CH3:58])([CH3:57])[CH3:55])=[O:61])=[C:12]([Cl:25])[CH:11]=1)([CH3:2])([CH3:4])[CH3:3], predict the reactants needed to synthesize it. The reactants are: [C:1]([O:5][C:6](=[O:45])[NH:7][C:8](=[N:26][C:27](=[O:44])[CH2:28][C:29]([C:34]1[CH:39]=[CH:38][C:37]([O:40][CH2:41][CH:42]=[CH2:43])=[CH:36][CH:35]=1)=[N:30][O:31][CH2:32][CH3:33])[CH2:9][C:10]1[CH:15]=[C:14]([Cl:16])[C:13]([NH:17][C:18](=[O:24])[CH2:19][NH:20][CH2:21][CH:22]=[CH2:23])=[C:12]([Cl:25])[CH:11]=1)([CH3:4])([CH3:3])[CH3:2].C(N(C(C)C)CC)(C)C.[CH3:55][C:56]([O:59][C:60](O[C:60]([O:59][C:56]([CH3:58])([CH3:57])[CH3:55])=[O:61])=[O:61])([CH3:58])[CH3:57]. (3) Given the product [CH3:34][N:2]([CH3:1])[C:3]([C:5]1[CH:6]=[CH:7][C:8]2[CH:12]=[C:11]([C:13]([CH2:16][CH3:17])([C:18]3[CH:23]=[CH:22][C:21]([O:24][CH2:25][CH:26]([OH:31])[C:27]([CH3:30])([CH3:29])[CH3:28])=[C:20]([CH3:32])[CH:19]=3)[CH2:14][CH3:15])[S:10][C:9]=2[CH:33]=1)=[O:4], predict the reactants needed to synthesize it. The reactants are: [CH3:1][N:2]([CH3:34])[C:3]([C:5]1[CH:6]=[CH:7][C:8]2[CH:12]=[C:11]([C:13]([C:18]3[CH:23]=[CH:22][C:21]([O:24][CH2:25][C:26](=[O:31])[C:27]([CH3:30])([CH3:29])[CH3:28])=[C:20]([CH3:32])[CH:19]=3)([CH2:16][CH3:17])[CH2:14][CH3:15])[S:10][C:9]=2[CH:33]=1)=[O:4].[BH4-].[Na+]. (4) Given the product [CH3:15][N:14]([CH3:16])[C:13]1[CH:17]=[CH:18][C:10]([C:3]2[C:2]([N:32]3[CH2:33][CH2:34][N:29]([C:26]4[CH:27]=[CH:28][C:23]([O:22][C:21]([F:37])([F:36])[F:20])=[CH:24][CH:25]=4)[C:30](=[O:35])[CH2:31]3)=[CH:7][CH:6]=[C:5]([O:8][CH3:9])[N:4]=2)=[CH:11][CH:12]=1, predict the reactants needed to synthesize it. The reactants are: Br[C:2]1[C:3]([C:10]2[CH:18]=[CH:17][C:13]([N:14]([CH3:16])[CH3:15])=[CH:12][CH:11]=2)=[N:4][C:5]([O:8][CH3:9])=[CH:6][CH:7]=1.Cl.[F:20][C:21]([F:37])([F:36])[O:22][C:23]1[CH:28]=[CH:27][C:26]([N:29]2[CH2:34][CH2:33][NH:32][CH2:31][C:30]2=[O:35])=[CH:25][CH:24]=1.CC1(C)C2C(=C(P(C3C=CC=CC=3)C3C=CC=CC=3)C=CC=2)OC2C(P(C3C=CC=CC=3)C3C=CC=CC=3)=CC=CC1=2.C(=O)([O-])[O-].[Cs+].[Cs+]. (5) Given the product [OH-:8].[Na+:49].[CH2:1]1[C:6]([C:7]([NH2:9])=[O:8])=[CH:5][N:4]([CH:10]2[O:14][CH:13]([CH2:15][O:16][P:17]([O:20][P:21]([O:24][CH2:25][CH:26]3[O:30][CH:29]([N:31]4[C:35]5[N:36]=[CH:37][N:38]=[C:39]([NH2:40])[C:34]=5[N:33]=[CH:32]4)[CH:28]([O:41][P:42]([O-:44])([O-:45])=[O:43])[CH:27]3[OH:46])([O-:23])=[O:22])([O-:19])=[O:18])[CH:12]([OH:47])[CH:11]2[OH:48])[CH:3]=[CH:2]1.[Na+:49].[Na+:49].[Na+:49].[Na+:49], predict the reactants needed to synthesize it. The reactants are: [CH2:1]1[C:6]([C:7]([NH2:9])=[O:8])=[CH:5][N:4]([CH:10]2[O:14][CH:13]([CH2:15][O:16][P:17]([O:20][P:21]([O:24][CH2:25][CH:26]3[O:30][CH:29]([N:31]4[C:35]5[N:36]=[CH:37][N:38]=[C:39]([NH2:40])[C:34]=5[N:33]=[CH:32]4)[CH:28]([O:41][P:42]([O-:45])([O-:44])=[O:43])[CH:27]3[OH:46])([O-:23])=[O:22])([O-:19])=[O:18])[CH:12]([OH:47])[CH:11]2[OH:48])[CH:3]=[CH:2]1.[Na+:49].[Na+].[Na+].[Na+].ClC(Cl)(P(=O)(O)O)P(=O)(O)O.Cl. (6) Given the product [CH3:13][C:14]1[N:18]([CH2:5][CH2:6][N:7]2[CH2:12][CH2:11][O:10][CH2:9][CH2:8]2)[C:17]2[S:19][CH:20]=[CH:21][C:16]=2[CH:15]=1, predict the reactants needed to synthesize it. The reactants are: [OH-].[K+].Cl.Cl[CH2:5][CH2:6][N:7]1[CH2:12][CH2:11][O:10][CH2:9][CH2:8]1.[CH3:13][C:14]1[NH:18][C:17]2[S:19][CH:20]=[CH:21][C:16]=2[CH:15]=1. (7) Given the product [C:1]1(=[O:24])[CH2:6][CH2:5][CH2:4][CH2:3][CH2:2]1.[CH:7]1([C:1]2[CH:6]=[CH:5][CH:4]=[CH:3][CH:2]=2)[CH2:9][CH2:21][CH2:20][CH2:19][CH2:18][CH2:17][CH2:16][CH2:10][CH2:11][CH2:12][CH2:8]1, predict the reactants needed to synthesize it. The reactants are: [C:1]1([CH:7]([CH3:9])[CH3:8])[CH:6]=[CH:5][CH:4]=[CH:3][CH:2]=1.[CH:10]1([C:16]2[CH:21]=[CH:20][CH:19]=[CH:18][CH:17]=2)CCC[CH2:12][CH2:11]1.CC(C)=[O:24].